Dataset: Full USPTO retrosynthesis dataset with 1.9M reactions from patents (1976-2016). Task: Predict the reactants needed to synthesize the given product. (1) Given the product [N:1]1[CH:6]=[CH:5][CH:4]=[CH:3][C:2]=1[C:7]1[C:8]([CH:17]([NH2:19])[CH3:18])=[N:9][C:10]2[C:15]([CH:16]=1)=[CH:14][N:13]=[CH:12][CH:11]=2, predict the reactants needed to synthesize it. The reactants are: [N:1]1[CH:6]=[CH:5][CH:4]=[CH:3][C:2]=1[C:7]1[C:8]([CH:17]([NH:19]C(=O)OC(C)(C)C)[CH3:18])=[N:9][C:10]2[C:15]([CH:16]=1)=[CH:14][N:13]=[CH:12][CH:11]=2.C(O)(C(F)(F)F)=O. (2) Given the product [NH2:8][C:9]1[CH:10]=[CH:11][C:12]2[C:18](=[O:19])[N:17]([CH3:20])[CH2:16][CH2:15][N:14]([CH3:21])[C:13]=2[CH:22]=1.[Cl:37][C:5]1[N:4]=[C:3]([NH:23][C:24]2[CH:33]=[CH:32][CH:31]=[CH:30][C:25]=2[C:26]([NH:28][CH3:29])=[O:27])[C:2]([Cl:1])=[CH:7][N:6]=1.[Cl:1][C:2]1[C:3]([NH:23][C:24]2[CH:33]=[CH:32][CH:31]=[CH:30][C:25]=2[C:26]([NH:28][CH3:29])=[O:27])=[N:4][C:5]([NH:8][C:9]2[CH:10]=[CH:11][C:12]3[C:18](=[O:19])[N:17]([CH3:20])[CH2:16][CH2:15][N:14]([CH3:21])[C:13]=3[CH:22]=2)=[N:6][CH:7]=1, predict the reactants needed to synthesize it. The reactants are: [Cl:1][C:2]1[C:3]([NH:23][C:24]2[CH:33]=[CH:32][CH:31]=[CH:30][C:25]=2[C:26]([NH:28][CH3:29])=[O:27])=[N:4][C:5]([NH:8][C:9]2[CH:10]=[CH:11][C:12]3[C:18](=[O:19])[N:17]([CH3:20])[CH2:16][CH2:15][N:14]([CH3:21])[C:13]=3[CH:22]=2)=[N:6][CH:7]=1.CO.C(Cl)[Cl:37]. (3) Given the product [N:26]1([CH:31]2[CH2:36][CH2:35][N:34]([C:2]3[N:7]4[CH:8]=[C:9]([CH2:11][N:12]5[C@H:25]6[C@H:16]([CH2:17][CH2:18][C:19]7[C:24]6=[N:23][CH:22]=[CH:21][CH:20]=7)[CH2:15][CH2:14][CH2:13]5)[N:10]=[C:6]4[CH:5]=[CH:4][CH:3]=3)[CH2:33][CH2:32]2)[CH2:30][CH2:29][CH2:28][CH2:27]1, predict the reactants needed to synthesize it. The reactants are: F[C:2]1[N:7]2[CH:8]=[C:9]([CH2:11][N:12]3[C@H:25]4[C@H:16]([CH2:17][CH2:18][C:19]5[C:24]4=[N:23][CH:22]=[CH:21][CH:20]=5)[CH2:15][CH2:14][CH2:13]3)[N:10]=[C:6]2[CH:5]=[CH:4][CH:3]=1.[N:26]1([CH:31]2[CH2:36][CH2:35][NH:34][CH2:33][CH2:32]2)[CH2:30][CH2:29][CH2:28][CH2:27]1. (4) Given the product [OH:25][C@@H:26]1[CH2:30][CH2:29][N:28]([CH2:6][CH2:7][C:8]2[O:9][C:10]3[CH:16]=[CH:15][C:14]([C:17]4[CH:22]=[CH:21][C:20]([C:23]#[N:24])=[CH:19][CH:18]=4)=[CH:13][C:11]=3[CH:12]=2)[CH2:27]1, predict the reactants needed to synthesize it. The reactants are: CS(O[CH2:6][CH2:7][C:8]1[O:9][C:10]2[CH:16]=[CH:15][C:14]([C:17]3[CH:22]=[CH:21][C:20]([C:23]#[N:24])=[CH:19][CH:18]=3)=[CH:13][C:11]=2[CH:12]=1)(=O)=O.[OH:25][C@@H:26]1[CH2:30][CH2:29][NH:28][CH2:27]1. (5) Given the product [F:19][C:16]1[CH:17]=[CH:18][C:13]([O:12][CH2:11][C:9]2[N:10]=[C:5]3[N:4]=[CH:3][C:2]([C:22]4[CH:23]=[CH:24][CH:25]=[CH:26][C:21]=4[OH:20])=[CH:7][N:6]3[CH:8]=2)=[CH:14][CH:15]=1, predict the reactants needed to synthesize it. The reactants are: Br[C:2]1[CH:3]=[N:4][C:5]2[N:6]([CH:8]=[C:9]([CH2:11][O:12][C:13]3[CH:18]=[CH:17][C:16]([F:19])=[CH:15][CH:14]=3)[N:10]=2)[CH:7]=1.[OH:20][C:21]1[CH:26]=[CH:25][CH:24]=[CH:23][C:22]=1B(O)O. (6) Given the product [CH3:3][N:2]([N:4]=[N:5][C:6]1[CH:10]=[C:9]([N+:11]([O-:13])=[O:12])[S:8][C:7]=1[C:14]([OH:16])=[O:15])[CH3:1], predict the reactants needed to synthesize it. The reactants are: [CH3:1][N:2]([N:4]=[N:5][C:6]1[CH:10]=[C:9]([N+:11]([O-:13])=[O:12])[S:8][C:7]=1[C:14]([O:16]C)=[O:15])[CH3:3].[OH-].[Na+]. (7) Given the product [O:11]=[C:7]1[NH:6][C:5]([CH2:12][C:13]2[CH:17]=[CH:16][S:15][CH:14]=2)=[N:4][C:3]([N:18]2[CH2:22][CH2:21][CH2:20][CH2:19]2)=[C:8]1[C:9]#[N:10], predict the reactants needed to synthesize it. The reactants are: CS[C:3]1[N:4]=[C:5]([CH2:12][C:13]2[CH:17]=[CH:16][S:15][CH:14]=2)[NH:6][C:7](=[O:11])[C:8]=1[C:9]#[N:10].[NH:18]1[CH2:22][CH2:21][CH2:20][CH2:19]1.